This data is from Forward reaction prediction with 1.9M reactions from USPTO patents (1976-2016). The task is: Predict the product of the given reaction. (1) Given the reactants Br[C:2]1[C:7]2[C:8](=[O:24])[N:9]3[CH2:16][CH2:15][N:14]([C:17]([O:19][C:20]([CH3:23])([CH3:22])[CH3:21])=[O:18])[CH2:13][CH:10]3[CH2:11][O:12][C:6]=2[CH:5]=[CH:4][CH:3]=1.[O:25]1[CH:29]=[CH:28][C:27](B(O)O)=[CH:26]1.C(=O)([O-])[O-].[K+].[K+].O, predict the reaction product. The product is: [O:25]1[CH:29]=[CH:28][C:27]([C:2]2[C:7]3[C:8](=[O:24])[N:9]4[CH2:16][CH2:15][N:14]([C:17]([O:19][C:20]([CH3:21])([CH3:22])[CH3:23])=[O:18])[CH2:13][CH:10]4[CH2:11][O:12][C:6]=3[CH:5]=[CH:4][CH:3]=2)=[CH:26]1. (2) Given the reactants [NH2:1][C:2]1[CH:3]=[C:4]2[C:8](=[CH:9][CH:10]=1)[NH:7][C:6](=[O:11])[CH2:5]2.C(N(CC)CC)C.[CH3:19][S:20](Cl)(=[O:22])=[O:21], predict the reaction product. The product is: [O:11]=[C:6]1[CH2:5][C:4]2[C:8](=[CH:9][CH:10]=[C:2]([NH:1][S:20]([CH3:19])(=[O:22])=[O:21])[CH:3]=2)[NH:7]1. (3) Given the reactants [Br:1][C:2]1[CH:10]=[CH:9][C:5]([C:6]([OH:8])=O)=[C:4]([O:11][CH3:12])[CH:3]=1.CN(C(ON1N=NC2C=CC=NC1=2)=[N+](C)C)C.F[P-](F)(F)(F)(F)F.C[N:38]1[CH2:43][CH2:42][O:41][CH2:40][CH2:39]1.N1CCOCC1, predict the reaction product. The product is: [Br:1][C:2]1[CH:10]=[CH:9][C:5]([C:6]([N:38]2[CH2:43][CH2:42][O:41][CH2:40][CH2:39]2)=[O:8])=[C:4]([O:11][CH3:12])[CH:3]=1. (4) Given the reactants [CH2:1]([C:4]1([CH2:29][CH:30]=[CH2:31])[N:13]2[CH2:14][CH2:15][C:16]3[C:21]([CH:12]2[CH2:11][C:10]2[CH:9]=[CH:8][C:7]([O:25][CH3:26])=[C:6]([O:27][CH3:28])[C:5]1=2)=[CH:20][C:19]1[O:22][CH2:23][O:24][C:18]=1[CH:17]=3)C=C, predict the reaction product. The product is: [CH3:28][O:27][C:6]1[C:5]2[C:4]3([CH2:1][CH:31]=[CH:30][CH2:29]3)[N:13]3[CH2:14][CH2:15][C:16]4[C:21]([CH:12]3[CH2:11][C:10]=2[CH:9]=[CH:8][C:7]=1[O:25][CH3:26])=[CH:20][C:19]1[O:22][CH2:23][O:24][C:18]=1[CH:17]=4. (5) Given the reactants [C:1]([O:5][C:6]([C:8]1[O:9][C:10]2[CH:17]=[CH:16][CH:15]=[C:14]([OH:18])[C:11]=2[C:12]=1[CH3:13])=[O:7])([CH3:4])([CH3:3])[CH3:2].Br[CH2:20][C:21]([N:23]([CH3:25])[CH3:24])=[O:22].CN(C=O)C, predict the reaction product. The product is: [C:1]([O:5][C:6]([C:8]1[O:9][C:10]2[CH:17]=[CH:16][CH:15]=[C:14]([O:18][CH2:20][C:21](=[O:22])[N:23]([CH3:25])[CH3:24])[C:11]=2[C:12]=1[CH3:13])=[O:7])([CH3:4])([CH3:2])[CH3:3].